From a dataset of Reaction yield outcomes from USPTO patents with 853,638 reactions. Predict the reaction yield, written as a fraction of the theoretical maximum amount of product (1.0 means a 100% yield; for example, 0.34 means a 34% yield). (1) The reactants are [CH3:1][C:2]1[CH:11]=[N:10][C:5]2[O:6][CH2:7][CH2:8][NH:9][C:4]=2[CH:3]=1.[Br:12][C:13]1[CH:14]=[C:15]([CH:19]=[C:20]([Br:24])[C:21]=1[O:22][CH3:23])[C:16](Cl)=[O:17].C(N(CC)CC)C.Cl. The catalyst is ClCCl. The product is [Br:12][C:13]1[CH:14]=[C:15]([C:16]([N:9]2[CH2:8][CH2:7][O:6][C:5]3[N:10]=[CH:11][C:2]([CH3:1])=[CH:3][C:4]2=3)=[O:17])[CH:19]=[C:20]([Br:24])[C:21]=1[O:22][CH3:23]. The yield is 0.900. (2) The reactants are [C:1]1([N:7]2[CH2:12][CH2:11][N:10]([C:13]([C:15]3[CH:20]=[CH:19][C:18]([NH:21][CH2:22][C:23]4[CH:30]=[CH:29][C:26]([C:27]#[N:28])=[CH:25][CH:24]=4)=[CH:17][CH:16]=3)=[O:14])[CH2:9][CH2:8]2)[CH:6]=[CH:5][CH:4]=[CH:3][CH:2]=1.[C:31]1([S:37](Cl)(=[O:39])=[O:38])[CH:36]=[CH:35][CH:34]=[CH:33][CH:32]=1.N1C=CC=CC=1. The catalyst is ClCCl. The product is [C:27]([C:26]1[CH:25]=[CH:24][C:23]([CH2:22][N:21]([C:18]2[CH:19]=[CH:20][C:15]([C:13]([N:10]3[CH2:11][CH2:12][N:7]([C:1]4[CH:6]=[CH:5][CH:4]=[CH:3][CH:2]=4)[CH2:8][CH2:9]3)=[O:14])=[CH:16][CH:17]=2)[S:37]([C:31]2[CH:36]=[CH:35][CH:34]=[CH:33][CH:32]=2)(=[O:39])=[O:38])=[CH:30][CH:29]=1)#[N:28]. The yield is 0.270. (3) The reactants are [Cl:1][C:2]1[CH:3]=[CH:4][C:5]([O:8][CH:9]2[CH2:14][CH2:13][NH:12][CH2:11][CH2:10]2)=[N:6][CH:7]=1.CCN(C(C)C)C(C)C.[O:24]=[C:25]1[NH:29][N:28]=[C:27]([CH2:30][CH2:31][S:32](Cl)(=[O:34])=[O:33])[NH:26]1. The catalyst is C1COCC1. The product is [Cl:1][C:2]1[CH:3]=[CH:4][C:5]([O:8][CH:9]2[CH2:14][CH2:13][N:12]([S:32]([CH2:31][CH2:30][C:27]3[NH:26][C:25](=[O:24])[NH:29][N:28]=3)(=[O:34])=[O:33])[CH2:11][CH2:10]2)=[N:6][CH:7]=1. The yield is 0.740. (4) The product is [C:28]([CH2:29][C:30]([CH2:35][C:36]([OH:38])=[O:37])([OH:31])[C:32]([O-:34])=[O:33])([OH:40])=[O:39].[C:1]12([C:11]3[CH:27]=[CH:26][C:14]([O:15][CH2:16][C:17]([N:19]4[CH2:24][CH2:23][NH+:22]([CH3:25])[CH2:21][CH2:20]4)=[O:18])=[CH:13][CH:12]=3)[CH2:10][CH:5]3[CH2:6][CH:7]([CH2:9][CH:3]([CH2:4]3)[CH2:2]1)[CH2:8]2. No catalyst specified. The reactants are [C:1]12([C:11]3[CH:27]=[CH:26][C:14]([O:15][CH2:16][C:17]([N:19]4[CH2:24][CH2:23][N:22]([CH3:25])[CH2:21][CH2:20]4)=[O:18])=[CH:13][CH:12]=3)[CH2:10][CH:5]3[CH2:6][CH:7]([CH2:9][CH:3]([CH2:4]3)[CH2:2]1)[CH2:8]2.[C:28]([OH:40])(=[O:39])[CH2:29][C:30]([CH2:35][C:36]([OH:38])=[O:37])([C:32]([OH:34])=[O:33])[OH:31]. The yield is 0.940. (5) The reactants are [CH3:1][N:2]([CH3:13])[C:3]1[CH:8]=[CH:7][C:6]([C:9]([NH:11][NH2:12])=[O:10])=[CH:5][CH:4]=1.[N-:14]=[C:15]=[S:16].[Cl:17][C:18]1[CH:19]=[CH:20][CH:21]=[CH:22][C:23]=1[Cl:24]. No catalyst specified. The product is [CH3:1][N:2]([CH3:13])[C:3]1[CH:4]=[CH:5][C:6]([C:9]([NH:11][NH:12][C:15]([NH:14][C:21]2[CH:20]=[CH:19][C:18]([Cl:17])=[C:23]([Cl:24])[CH:22]=2)=[S:16])=[O:10])=[CH:7][CH:8]=1. The yield is 0.940. (6) The reactants are [CH3:1][C:2]([CH3:14])([CH3:13])[C:3]([NH:5][C:6]1[CH:11]=[CH:10][CH:9]=[CH:8][C:7]=1[CH3:12])=O.[Li]CCCC.[NH4+].[Cl-]. The catalyst is C1COCC1. The product is [C:2]([C:3]1[NH:5][C:6]2[C:7]([CH:12]=1)=[CH:8][CH:9]=[CH:10][CH:11]=2)([CH3:14])([CH3:13])[CH3:1]. The yield is 0.880. (7) The yield is 0.804. The product is [Br:1][C:2]1[CH:11]=[C:10]2[C:5]([CH:6]=[C:7]([NH:12][C:16]([CH:13]3[CH2:15][CH2:14]3)=[O:17])[N:8]=[CH:9]2)=[CH:4][CH:3]=1. The reactants are [Br:1][C:2]1[CH:11]=[C:10]2[C:5]([CH:6]=[C:7]([NH2:12])[N:8]=[CH:9]2)=[CH:4][CH:3]=1.[CH:13]1([C:16](Cl)=[O:17])[CH2:15][CH2:14]1.O. The catalyst is N1C=CC=CC=1.